From a dataset of Peptide-MHC class I binding affinity with 185,985 pairs from IEDB/IMGT. Regression. Given a peptide amino acid sequence and an MHC pseudo amino acid sequence, predict their binding affinity value. This is MHC class I binding data. (1) The MHC is HLA-B27:03 with pseudo-sequence HLA-B27:03. The binding affinity (normalized) is 0.0847. The peptide sequence is IFLKPDETF. (2) The peptide sequence is EWERKVDFL. The MHC is Mamu-B8701 with pseudo-sequence Mamu-B8701. The binding affinity (normalized) is 0.427. (3) The peptide sequence is LQKIPLQWF. The MHC is HLA-B51:01 with pseudo-sequence HLA-B51:01. The binding affinity (normalized) is 0.0847. (4) The peptide sequence is LSTVLGVSIL. The MHC is Mamu-A01 with pseudo-sequence Mamu-A01. The binding affinity (normalized) is 0.647. (5) The peptide sequence is KEKDMTKEF. The MHC is HLA-A69:01 with pseudo-sequence HLA-A69:01. The binding affinity (normalized) is 0.0847. (6) The peptide sequence is IMALIVSIF. The MHC is HLA-B15:03 with pseudo-sequence HLA-B15:03. The binding affinity (normalized) is 0.860.